This data is from Full USPTO retrosynthesis dataset with 1.9M reactions from patents (1976-2016). The task is: Predict the reactants needed to synthesize the given product. (1) Given the product [NH2:17][C:15]1[CH:14]=[CH:13][C:5]([C:6]([O:8][C:9]([CH3:11])([CH3:12])[CH3:10])=[O:7])=[C:4]([O:3][CH2:1][CH3:2])[CH:16]=1, predict the reactants needed to synthesize it. The reactants are: [CH2:1]([O:3][C:4]1[CH:16]=[C:15]([N+:17]([O-])=O)[CH:14]=[CH:13][C:5]=1[C:6]([O:8][C:9]([CH3:12])([CH3:11])[CH3:10])=[O:7])[CH3:2]. (2) Given the product [N:11]([C:6]1[C:7]([O:9][CH3:10])=[N:8][C:3]([O:2][CH3:1])=[N:4][CH:5]=1)=[C:17]=[S:18], predict the reactants needed to synthesize it. The reactants are: [CH3:1][O:2][C:3]1[N:8]=[C:7]([O:9][CH3:10])[C:6]([NH2:11])=[CH:5][N:4]=1.C1N=CN([C:17](N2C=NC=C2)=[S:18])C=1.CCCCCC.C(OCC)(=O)C. (3) Given the product [F:1][C:2]1[CH:30]=[CH:29][C:5]2[N:6]=[C:7]([NH:9][C@H:10]3[CH2:14][CH2:13][CH2:12][C@@H:11]3[NH:15][C:16](=[O:28])[C:17]3[CH:22]=[CH:21][CH:20]=[CH:19][C:18]=3[N:23]3[CH:27]=[CH:26][N:31]=[CH:32]3)[S:8][C:4]=2[CH:3]=1, predict the reactants needed to synthesize it. The reactants are: [F:1][C:2]1[CH:30]=[CH:29][C:5]2[N:6]=[C:7]([NH:9][C@H:10]3[CH2:14][CH2:13][CH2:12][C@@H:11]3[NH:15][C:16](=[O:28])[C:17]3[CH:22]=[CH:21][CH:20]=[CH:19][C:18]=3[N:23]3[CH:27]=[CH:26]C=N3)[S:8][C:4]=2[CH:3]=1.[N:31]1(C2C=CC=CC=2C(O)=O)C=CN=[CH:32]1.Cl.FC1C=CC2N=C(N[C@H]3CCC[C@@H]3N)SC=2C=1. (4) Given the product [CH:43]([C:42]1[CH:41]=[C:40]([O:45][CH3:46])[C:39]([O:47][CH3:48])=[CH:38][C:37]=1/[CH:3]=[CH:2]/[C:1]([O:5][CH3:6])=[O:4])=[O:44], predict the reactants needed to synthesize it. The reactants are: [C:1]([O:5][CH3:6])(=[O:4])[CH:2]=[CH2:3].C(N(CC)CC)C.C1(C)C=CC=CC=1P(C1C=CC=CC=1C)C1C=CC=CC=1C.Br[C:37]1[C:42]([CH:43]=[O:44])=[CH:41][C:40]([O:45][CH3:46])=[C:39]([O:47][CH3:48])[CH:38]=1. (5) Given the product [F:27][C:26]([F:29])([F:28])[S:23]([O:1][C:2]1[CH:9]=[CH:8][C:7]([C:10]([CH3:16])([CH3:15])[C:11]([F:12])([F:13])[F:14])=[CH:6][C:3]=1[CH:4]=[O:5])(=[O:25])=[O:24], predict the reactants needed to synthesize it. The reactants are: [OH:1][C:2]1[CH:9]=[CH:8][C:7]([C:10]([CH3:16])([CH3:15])[C:11]([F:14])([F:13])[F:12])=[CH:6][C:3]=1[CH:4]=[O:5].N1C=CC=CC=1.[S:23](O[S:23]([C:26]([F:29])([F:28])[F:27])(=[O:25])=[O:24])([C:26]([F:29])([F:28])[F:27])(=[O:25])=[O:24]. (6) Given the product [Br:1][CH2:2][CH2:3][O:4][Si:14]([C:10]([CH3:13])([CH3:12])[CH3:11])([C:22]1[CH:23]=[CH:24][CH:25]=[CH:26][CH:27]=1)[C:16]1[CH:21]=[CH:20][CH:19]=[CH:18][CH:17]=1, predict the reactants needed to synthesize it. The reactants are: [Br:1][CH2:2][CH2:3][OH:4].N1C=CN=C1.[C:10]([Si:14]([C:22]1[CH:27]=[CH:26][CH:25]=[CH:24][CH:23]=1)([C:16]1[CH:21]=[CH:20][CH:19]=[CH:18][CH:17]=1)Cl)([CH3:13])([CH3:12])[CH3:11].[Cl-].[Na+]. (7) Given the product [CH3:1][C@H:2]1[CH2:7][C@@H:6]([CH3:8])[CH2:5][N:4]([C:9]([C@@H:11]2[CH2:19][C:18]3[C:13](=[CH:14][CH:15]=[CH:16][CH:17]=3)[N:12]2[C:21]2[C:26]([N+:27]([O-:29])=[O:28])=[CH:25][CH:24]=[CH:23][N:22]=2)=[O:10])[CH2:3]1, predict the reactants needed to synthesize it. The reactants are: [CH3:1][C@H:2]1[CH2:7][C@@H:6]([CH3:8])[CH2:5][N:4]([C:9]([C@@H:11]2[CH2:19][C:18]3[C:13](=[CH:14][CH:15]=[CH:16][CH:17]=3)[NH:12]2)=[O:10])[CH2:3]1.Cl[C:21]1[C:26]([N+:27]([O-:29])=[O:28])=[CH:25][CH:24]=[CH:23][N:22]=1.C(N(CC)CC)C.